Task: Predict the reactants needed to synthesize the given product.. Dataset: Full USPTO retrosynthesis dataset with 1.9M reactions from patents (1976-2016) (1) The reactants are: [CH2:1]([N:8]1[CH2:12][C@@H:11]2/[C:13](=[N:16]/[S@](C(C)(C)C)=O)/[CH2:14][CH2:15][C@@H:10]2[CH2:9]1)[C:2]1[CH:7]=[CH:6][CH:5]=[CH:4][CH:3]=1.C(N1C[C@H]2/C(=N/[S@](C(C)(C)C)=O)/CC[C@H]2C1)C1C=CC=CC=1. Given the product [CH2:1]([N:8]1[CH2:12][C@@H:11]2[C@@H:13]([NH2:16])[CH2:14][CH2:15][C@@H:10]2[CH2:9]1)[C:2]1[CH:3]=[CH:4][CH:5]=[CH:6][CH:7]=1, predict the reactants needed to synthesize it. (2) Given the product [CH2:30]([N:8]1[CH2:9][CH2:10][CH2:11][CH:6]([C:4]([N:3]([CH2:1][CH3:2])[CH2:12][CH3:13])=[O:5])[CH2:7]1)[CH2:29][CH2:28][CH2:27][CH2:26][CH2:25][CH2:24][CH2:23][CH2:22][CH2:21][CH2:20][CH2:19][CH2:18][CH3:17], predict the reactants needed to synthesize it. The reactants are: [CH2:1]([N:3]([CH2:12][CH3:13])[C:4]([CH:6]1[CH2:11][CH2:10][CH2:9][NH:8][CH2:7]1)=[O:5])[CH3:2].C(O)C.[CH2:17](I)[CH2:18][CH2:19][CH2:20][CH2:21][CH2:22][CH2:23][CH2:24][CH2:25][CH2:26][CH2:27][CH2:28][CH2:29][CH3:30]. (3) Given the product [CH2:1]1[C:5]2([CH2:10][CH2:9][C:8](=[O:11])[CH:7]=[CH:6]2)[CH2:4][CH2:3][CH2:2]1, predict the reactants needed to synthesize it. The reactants are: [CH2:1]1[C:5]2([CH2:10][CH2:9][C:8](=[O:11])[CH2:7][CH2:6]2)[CH2:4][CH2:3][CH2:2]1.C[Mg]Cl.[Cl-].[NH4+].CC1(O)CCC2(CCCC2)CC1. (4) Given the product [C:1]([O:5][C:6](=[O:22])[CH2:7][O:8][CH2:9][CH2:10][N:11]([CH3:21])[C:12]1[CH:17]=[CH:16][C:15]([NH:18][C:34]([C:32]2[N:33]=[C:29]([C:23]3[CH:28]=[CH:27][CH:26]=[CH:25][CH:24]=3)[O:30][C:31]=2[C:37]([F:39])([F:40])[F:38])=[O:35])=[CH:14][N:13]=1)([CH3:4])([CH3:3])[CH3:2], predict the reactants needed to synthesize it. The reactants are: [C:1]([O:5][C:6](=[O:22])[CH2:7][O:8][CH2:9][CH2:10][N:11]([CH3:21])[C:12]1[CH:17]=[CH:16][C:15]([N+:18]([O-])=O)=[CH:14][N:13]=1)([CH3:4])([CH3:3])[CH3:2].[C:23]1([C:29]2[O:30][C:31]([C:37]([F:40])([F:39])[F:38])=[C:32]([C:34](O)=[O:35])[N:33]=2)[CH:28]=[CH:27][CH:26]=[CH:25][CH:24]=1.CCN(CC)CC.F[P-](F)(F)(F)(F)F.N1(O[P+](N(C)C)(N(C)C)N(C)C)C2C=CC=CC=2N=N1. (5) Given the product [Br:1][C:2]1[CH:11]=[C:10]2[C:5]([C:6]([NH:14][CH3:13])=[CH:7][CH:8]=[N:9]2)=[CH:4][CH:3]=1, predict the reactants needed to synthesize it. The reactants are: [Br:1][C:2]1[CH:11]=[C:10]2[C:5]([C:6](Cl)=[CH:7][CH:8]=[N:9]2)=[CH:4][CH:3]=1.[CH3:13][N:14]1CCCC1=O.CN.O1CCCC1. (6) Given the product [CH3:16][S:13]([C:10]1[CH:11]=[CH:12][C:6]2[CH2:5][O:4][CH:3]([CH2:2][NH:20][CH2:17][CH:18]=[CH2:19])[O:8][C:7]=2[CH:9]=1)(=[O:15])=[O:14], predict the reactants needed to synthesize it. The reactants are: Br[CH2:2][CH:3]1[O:8][C:7]2[CH:9]=[C:10]([S:13]([CH3:16])(=[O:15])=[O:14])[CH:11]=[CH:12][C:6]=2[CH2:5][O:4]1.[CH2:17]([NH2:20])[CH:18]=[CH2:19]. (7) Given the product [F:1][C:2]1[CH:10]=[CH:9][C:5]([C:6]([O:8][CH2:15][CH3:16])=[O:7])=[CH:4][CH:3]=1, predict the reactants needed to synthesize it. The reactants are: [F:1][C:2]1[CH:10]=[CH:9][C:5]([C:6]([OH:8])=[O:7])=[CH:4][CH:3]=1.O=S(Cl)Cl.[CH2:15](O)[CH3:16]. (8) Given the product [C:15]1([S:21]([CH2:24][C:25]2[C:30]([C:31]([O:33][CH3:34])=[O:32])=[C:29]3[C:28]([C:36]4[CH:40]=[CH:39][O:38][C:37]=4[CH:41]([CH3:42])[O:43]3)=[CH:27][CH:26]=2)(=[O:22])=[O:23])[CH:16]=[CH:17][CH:18]=[CH:19][CH:20]=1, predict the reactants needed to synthesize it. The reactants are: N(C(OC(C)C)=O)=NC(OC(C)C)=O.[C:15]1([S:21]([CH2:24][C:25]2[C:30]([C:31]([O:33][CH3:34])=[O:32])=[C:29](O)[C:28]([C:36]3[CH:40]=[CH:39][O:38][C:37]=3[CH:41]([OH:43])[CH3:42])=[CH:27][CH:26]=2)(=[O:23])=[O:22])[CH:20]=[CH:19][CH:18]=[CH:17][CH:16]=1.C1(P(C2C=CC=CC=2)C2C=CC=CC=2)C=CC=CC=1.